This data is from Forward reaction prediction with 1.9M reactions from USPTO patents (1976-2016). The task is: Predict the product of the given reaction. (1) Given the reactants [C:1]([N:5]1[CH2:10][CH2:9][CH:8]([NH:11][C:12](=[O:24])[NH:13][C:14]2[CH:23]=[CH:22][C:17]([C:18]([O:20]C)=[O:19])=[CH:16][CH:15]=2)[CH2:7][CH2:6]1)(=[O:4])[CH2:2][CH3:3].[OH-].[Na+], predict the reaction product. The product is: [C:1]([N:5]1[CH2:6][CH2:7][CH:8]([NH:11][C:12](=[O:24])[NH:13][C:14]2[CH:15]=[CH:16][C:17]([C:18]([OH:20])=[O:19])=[CH:22][CH:23]=2)[CH2:9][CH2:10]1)(=[O:4])[CH2:2][CH3:3]. (2) Given the reactants [Cl:1][C:2]1[CH:7]=[CH:6][C:5]([NH:8][S:9]([C:12]2[CH:21]=[CH:20][C:19]([O:22][CH3:23])=[C:18]3[C:13]=2[CH2:14][CH2:15][C@H:16]([NH:24][C:25](=O)OCC)[CH2:17]3)(=[O:11])=[O:10])=[CH:4][CH:3]=1.[H-].[Al+3].[Li+].[H-].[H-].[H-], predict the reaction product. The product is: [Cl:1][C:2]1[CH:3]=[CH:4][C:5]([NH:8][S:9]([C:12]2[C:13]3[CH2:14][CH2:15][C@H:16]([NH:24][CH3:25])[CH2:17][C:18]=3[C:19]([O:22][CH3:23])=[CH:20][CH:21]=2)(=[O:11])=[O:10])=[CH:6][CH:7]=1. (3) Given the reactants C[N+]1([O-])CCOCC1.[OH:9][CH2:10][C@@H:11]1[C@@H:16]([C:17]2[CH:26]=[CH:25][C:20]([C:21]([O:23][CH3:24])=[O:22])=[CH:19][CH:18]=2)[C@H:15]([O:27][Si:28]([CH:35]([CH3:37])[CH3:36])([CH:32]([CH3:34])[CH3:33])[CH:29]([CH3:31])[CH3:30])[CH2:14][N:13]([S:38]([C:41]2[CH:46]=[CH:45][C:44]([CH3:47])=[CH:43][CH:42]=2)(=[O:40])=[O:39])[CH2:12]1, predict the reaction product. The product is: [CH:10]([C@@H:11]1[C@@H:16]([C:17]2[CH:18]=[CH:19][C:20]([C:21]([O:23][CH3:24])=[O:22])=[CH:25][CH:26]=2)[C@H:15]([O:27][Si:28]([CH:35]([CH3:37])[CH3:36])([CH:29]([CH3:31])[CH3:30])[CH:32]([CH3:33])[CH3:34])[CH2:14][N:13]([S:38]([C:41]2[CH:42]=[CH:43][C:44]([CH3:47])=[CH:45][CH:46]=2)(=[O:40])=[O:39])[CH2:12]1)=[O:9].